The task is: Predict the product of the given reaction.. This data is from Forward reaction prediction with 1.9M reactions from USPTO patents (1976-2016). (1) Given the reactants [Br:1][C:2]1[CH:3]=[CH:4][C:5]([F:9])=[C:6]([OH:8])[CH:7]=1.[CH3:10][N:11]1[C:15]([CH2:16]O)=[N:14][CH:13]=[N:12]1.C1(P(C2C=CC=CC=2)C2C=CC=CC=2)C=CC=CC=1.N(C(OC(C)C)=O)=NC(OC(C)C)=O, predict the reaction product. The product is: [Br:1][C:2]1[CH:3]=[CH:4][C:5]([F:9])=[C:6]([CH:7]=1)[O:8][CH2:16][C:15]1[N:11]([CH3:10])[N:12]=[CH:13][N:14]=1. (2) Given the reactants [F:1][C:2]([F:16])([F:15])[C:3]1[CH:4]=[C:5]([CH:8]=[C:9]([C:11]([F:14])([F:13])[F:12])[CH:10]=1)[CH:6]=[O:7].[H][H], predict the reaction product. The product is: [F:1][C:2]([F:15])([F:16])[C:3]1[CH:4]=[C:5]([CH:8]=[C:9]([C:11]([F:14])([F:12])[F:13])[CH:10]=1)[CH2:6][OH:7]. (3) Given the reactants [CH3:1][O:2][C:3]([NH:5][C@@H:6]([CH:61]([CH3:63])[CH3:62])[C:7]([N:9]1[CH2:13][CH2:12][CH2:11][C@H:10]1[C:14]1[NH:15][C:16]([C:19]2[CH:20]=[CH:21][C:22]3[C:31]4[C:26](=[C:27]5[CH:35]=[CH:34][C:33]([C:36]6[NH:40][C:39]([C@@H:41]7[CH2:45][CH2:44][CH2:43][N:42]7[C:46](=[O:59])[C@H:47]([NH:54][C:55](=[O:58])[O:56][CH3:57])[C:48]7[CH:53]=[CH:52][CH:51]=[CH:50][CH:49]=7)=[N:38][CH:37]=6)=[CH:32][C:28]5=[CH:29][CH:30]=4)[O:25][CH2:24][C:23]=3[CH:60]=2)=[CH:17][N:18]=1)=[O:8])=[O:4].[CH3:64][O:65][C:66](N[C@@H](C(C)C)C(O)=O)=O, predict the reaction product. The product is: [CH3:1][O:2][C:3]([NH:5][C@@H:6]([CH:61]1[CH2:63][CH2:66][O:65][CH2:64][CH2:62]1)[C:7]([N:9]1[CH2:13][CH2:12][CH2:11][C@H:10]1[C:14]1[NH:15][C:16]([C:19]2[CH:20]=[CH:21][C:22]3[C:31]4[C:26](=[C:27]5[CH:35]=[CH:34][C:33]([C:36]6[NH:40][C:39]([C@@H:41]7[CH2:45][CH2:44][CH2:43][N:42]7[C:46](=[O:59])[C@H:47]([NH:54][C:55](=[O:58])[O:56][CH3:57])[C:48]7[CH:49]=[CH:50][CH:51]=[CH:52][CH:53]=7)=[N:38][CH:37]=6)=[CH:32][C:28]5=[CH:29][CH:30]=4)[O:25][CH2:24][C:23]=3[CH:60]=2)=[CH:17][N:18]=1)=[O:8])=[O:4]. (4) Given the reactants [N+:1]([C:4]1[CH:5]=[C:6]([C:14]([O-:16])=O)[C:7](=[CH:12][CH:13]=1)[C:8]([O:10][CH3:11])=[O:9])([O-:3])=[O:2].[F:17][C:18]1[CH:19]=[C:20]([C:30](=[O:32])[CH3:31])[CH:21]=[CH:22][C:23]=1[N:24]1[CH2:29][CH2:28][NH:27][CH2:26][CH2:25]1, predict the reaction product. The product is: [CH3:11][O:10][C:8](=[O:9])[C:7]1[CH:12]=[CH:13][C:4]([N+:1]([O-:3])=[O:2])=[CH:5][C:6]=1[C:14]([N:27]1[CH2:26][CH2:25][N:24]([C:23]2[CH:22]=[CH:21][C:20]([C:30](=[O:32])[CH3:31])=[CH:19][C:18]=2[F:17])[CH2:29][CH2:28]1)=[O:16].